This data is from Ames mutagenicity test results for genotoxicity prediction. The task is: Regression/Classification. Given a drug SMILES string, predict its toxicity properties. Task type varies by dataset: regression for continuous values (e.g., LD50, hERG inhibition percentage) or binary classification for toxic/non-toxic outcomes (e.g., AMES mutagenicity, cardiotoxicity, hepatotoxicity). Dataset: ames. (1) The compound is CCOC(=O)c1[nH]c2ccccc2c1/N=C/c1cc(OC)c(OC)c(OC)c1. The result is 1 (mutagenic). (2) The molecule is CC1=NN(c2ccccc2)C(=O)C1. The result is 0 (non-mutagenic). (3) The drug is O=[N+]([O-])O[C@H]1CO[C@H]2[C@@H]1OC[C@H]2O[N+](=O)[O-]. The result is 0 (non-mutagenic). (4) The compound is Nc1snc2cc(Cl)ccc12. The result is 1 (mutagenic). (5) The result is 0 (non-mutagenic). The compound is CCNCC#CC(C)(C)OC(=O)C(O)(c1ccccc1)C1CCCCC1.